Dataset: Catalyst prediction with 721,799 reactions and 888 catalyst types from USPTO. Task: Predict which catalyst facilitates the given reaction. (1) Reactant: [NH2:1][C:2]1[CH:3]=[C:4]([CH2:8][OH:9])[CH:5]=[CH:6][CH:7]=1.[CH3:10][C:11]([O:14][C:15](O[C:15]([O:14][C:11]([CH3:13])([CH3:12])[CH3:10])=[O:16])=[O:16])([CH3:13])[CH3:12].[OH-].[Na+]. Product: [OH:9][CH2:8][C:4]1[CH:3]=[C:2]([NH:1][C:15](=[O:16])[O:14][C:11]([CH3:13])([CH3:12])[CH3:10])[CH:7]=[CH:6][CH:5]=1. The catalyst class is: 1. (2) Reactant: [Br:1][C:2]1[CH:7]=[C:6]([CH3:8])[C:5]([N:9]2[C:13]3[N:14]=[C:15]([CH3:19])[N:16]=[C:17](Cl)[C:12]=3[C:11]([CH3:20])=[CH:10]2)=[C:4]([CH3:21])[CH:3]=1.[NH:22]1[CH2:27][CH:26]=[C:25]([CH2:28][CH2:29][OH:30])[CH2:24][CH2:23]1.C(N(CC)C(C)C)(C)C. Product: [Br:1][C:2]1[CH:7]=[C:6]([CH3:8])[C:5]([N:9]2[C:13]3[N:14]=[C:15]([CH3:19])[N:16]=[C:17]([N:22]4[CH2:23][CH:24]=[C:25]([CH2:28][CH2:29][OH:30])[CH2:26][CH2:27]4)[C:12]=3[C:11]([CH3:20])=[CH:10]2)=[C:4]([CH3:21])[CH:3]=1. The catalyst class is: 13. (3) Reactant: [Br:1][C:2]1[CH:7]=[C:6]([CH:8]([CH2:12][CH:13]=[CH2:14])[CH2:9]C=C)[CH:5]=[CH:4][C:3]=1[O:15][CH3:16]. Product: [Br:1][C:2]1[CH:7]=[C:6]([CH:8]2[CH2:9][CH:14]=[CH:13][CH2:12]2)[CH:5]=[CH:4][C:3]=1[O:15][CH3:16]. The catalyst class is: 2. (4) Reactant: C([Li])CCC.N#N.[C:8]([O:12][C:13]([N:15]1[CH2:19][CH2:18][CH2:17][C@H:16]1[CH2:20][NH:21][C:22]1[CH:23]=[CH:24][C:25]2[N:26]([C:28](Br)=[CH:29][N:30]=2)[N:27]=1)=[O:14])([CH3:11])([CH3:10])[CH3:9]. Product: [C:8]([O:12][C:13]([N:15]1[CH2:19][CH2:18][CH2:17][C@H:16]1[CH2:20][NH:21][C:22]1[CH:23]=[CH:24][C:25]2[N:26]([CH:28]=[CH:29][N:30]=2)[N:27]=1)=[O:14])([CH3:11])([CH3:9])[CH3:10]. The catalyst class is: 1. (5) Reactant: [O:1]=[C:2]([CH2:9][C:10]1[CH:15]=[CH:14][CH:13]=[CH:12][CH:11]=1)[CH2:3][C:4]([O:6][CH2:7][CH3:8])=[O:5].[N:16]1[CH:21]=NC=N[CH:17]=1.C([O-])(=O)C.[Na+]. Product: [O:1]=[C:2]1[C:9]([C:10]2[CH:11]=[CH:12][CH:13]=[CH:14][CH:15]=2)=[CH:21][NH:16][CH:17]=[C:3]1[C:4]([O:6][CH2:7][CH3:8])=[O:5]. The catalyst class is: 14. (6) Reactant: [CH2:1]([O:8][CH2:9][C:10]([CH:13]1[CH2:22][C:21]2[C:16](=[CH:17][C:18]([O:29][CH3:30])=[C:19]([O:23][CH2:24][CH2:25][CH2:26][O:27][CH3:28])[CH:20]=2)[CH:15]=[N:14]1)([CH3:12])[CH3:11])[C:2]1[CH:7]=[CH:6][CH:5]=[CH:4][CH:3]=1.C(O[CH:34]=[C:35]([C:41](=[O:43])[CH3:42])[C:36]([O:38][CH2:39][CH3:40])=[O:37])C. Product: [CH2:1]([O:8][CH2:9][C:10]([CH:13]1[N:14]2[CH:15]([CH2:42][C:41](=[O:43])[C:35]([C:36]([O:38][CH2:39][CH3:40])=[O:37])=[CH:34]2)[C:16]2[CH:17]=[C:18]([O:29][CH3:30])[C:19]([O:23][CH2:24][CH2:25][CH2:26][O:27][CH3:28])=[CH:20][C:21]=2[CH2:22]1)([CH3:12])[CH3:11])[C:2]1[CH:7]=[CH:6][CH:5]=[CH:4][CH:3]=1. The catalyst class is: 8. (7) Reactant: [ClH:1].Cl.[CH2:3]([O:10][C:11]1[CH:16]=[CH:15][C:14]([C:17]2[CH:18]=[C:19]([O:27][CH2:28][C:29]3([OH:35])[CH2:34][CH2:33][NH:32][CH2:31][CH2:30]3)[N:20]=[N:21][C:22]=2[CH2:23][CH2:24][CH2:25][CH3:26])=[CH:13][CH:12]=1)[C:4]1[CH:9]=[CH:8][CH:7]=[CH:6][CH:5]=1.Cl.[CH2:37](OCC)C. Product: [ClH:1].[ClH:1].[CH2:3]([O:10][C:11]1[CH:12]=[CH:13][C:14]([C:17]2[CH:18]=[C:19]([O:27][CH2:28][C:29]3([OH:35])[CH2:34][CH2:33][N:32]([CH3:37])[CH2:31][CH2:30]3)[N:20]=[N:21][C:22]=2[CH2:23][CH2:24][CH2:25][CH3:26])=[CH:15][CH:16]=1)[C:4]1[CH:5]=[CH:6][CH:7]=[CH:8][CH:9]=1. The catalyst class is: 2. (8) Reactant: [CH3:1][O:2][C:3]1[CH:8]=[CH:7][CH:6]=[CH:5][C:4]=1[N:9]1[CH2:14][CH2:13][NH:12][CH2:11][CH2:10]1.Br[CH2:16][CH2:17][CH2:18][CH2:19][N:20]1[C:24](=[O:25])[C:23]2=[CH:26][CH:27]=[CH:28][CH:29]=[C:22]2[C:21]1=[O:30].C([O-])([O-])=O.[K+].[K+]. Product: [CH3:1][O:2][C:3]1[CH:8]=[CH:7][CH:6]=[CH:5][C:4]=1[N:9]1[CH2:14][CH2:13][N:12]([CH2:16][CH2:17][CH2:18][CH2:19][N:20]2[C:24](=[O:25])[C:23]3[C:22](=[CH:29][CH:28]=[CH:27][CH:26]=3)[C:21]2=[O:30])[CH2:11][CH2:10]1. The catalyst class is: 10.